This data is from Catalyst prediction with 721,799 reactions and 888 catalyst types from USPTO. The task is: Predict which catalyst facilitates the given reaction. Reactant: [CH3:1][O:2][C:3]([C:5]1([C:8](=[O:10])[CH3:9])[CH2:7][CH2:6]1)=[O:4].[CH2:11](O)[CH2:12][OH:13].C1(C)C=CC(S(O)(=O)=O)=CC=1.C(=O)(O)[O-].[Na+]. Product: [CH3:1][O:2][C:3]([C:5]1([C:8]2([CH3:9])[O:13][CH2:12][CH2:11][O:10]2)[CH2:7][CH2:6]1)=[O:4]. The catalyst class is: 638.